This data is from Reaction yield outcomes from USPTO patents with 853,638 reactions. The task is: Predict the reaction yield, written as a fraction of the theoretical maximum amount of product (1.0 means a 100% yield; for example, 0.34 means a 34% yield). (1) The reactants are [C:1]([O:5][C:6]([N:8]1[C:16](=[O:17])[CH:15]2[CH:10]([CH:11]3[CH2:18][CH:14]2[CH:13]=[CH:12]3)[CH:9]1[C:19](C)(C)[O:20][SiH2]C(C)(C)C)=[O:7])([CH3:4])([CH3:3])[CH3:2].C(O)(=O)C.CCCC[N+](CCCC)(CCCC)CCCC.[F-]. The catalyst is C1COCC1.C(Cl)Cl. The product is [C:1]([O:5][C:6]([N:8]1[C:16](=[O:17])[CH:15]2[CH:10]([CH:11]3[CH2:18][CH:14]2[CH:13]=[CH:12]3)[CH:9]1[CH2:19][OH:20])=[O:7])([CH3:4])([CH3:3])[CH3:2]. The yield is 0.810. (2) The reactants are [H-].[Na+].[Br:3][C:4]1[CH:5]=[CH:6][C:7]2[NH:8][C:9]3[C:14]([C:15]=2[CH:16]=1)=[CH:13][C:12]([Br:17])=[CH:11][CH:10]=3.[O:18]1[CH2:20][CH:19]1[CH2:21][CH2:22][NH:23][C:24]1[CH:29]=[CH:28][CH:27]=[CH:26][CH:25]=1. The catalyst is C1COCC1. The product is [Br:17][C:12]1[CH:11]=[CH:10][C:9]2[N:8]([CH2:20][CH:19]([OH:18])[CH2:21][CH2:22][NH:23][C:24]3[CH:29]=[CH:28][CH:27]=[CH:26][CH:25]=3)[C:7]3[C:15]([C:14]=2[CH:13]=1)=[CH:16][C:4]([Br:3])=[CH:5][CH:6]=3. The yield is 0.575. (3) The yield is 0.710. The product is [CH3:21][O:20][C:17]1[CH:16]=[CH:15][C:14]([N:13]2[C:9]([C:4]3[CH:5]=[CH:6][C:7]([CH3:34])=[CH:2][CH:3]=3)=[CH:10][C:11]([CH2:22][CH:23]([C:27]3[CH:28]=[C:29]([CH3:33])[CH:30]=[CH:31][CH:32]=3)[C:55]([NH2:53])=[O:56])=[N:12]2)=[CH:19][CH:18]=1. The catalyst is O. The reactants are Cl[C:2]1[CH:3]=[C:4]([C:9]2[N:13]([C:14]3[CH:19]=[CH:18][C:17]([O:20][CH3:21])=[CH:16][CH:15]=3)[N:12]=[C:11]([CH2:22][CH:23]([C:27]3[CH:28]=[C:29]([CH3:33])[CH:30]=[CH:31][CH:32]=3)C(O)=O)[CH:10]=2)[CH:5]=[CH:6][C:7]=1Cl.[CH:34]1N=CN(C(N2C=NC=C2)=O)C=1.C(=O)([O-])[O-].[NH4+].[NH4+].C[N:53]([CH:55]=[O:56])C.